Regression. Given a peptide amino acid sequence and an MHC pseudo amino acid sequence, predict their binding affinity value. This is MHC class I binding data. From a dataset of Peptide-MHC class I binding affinity with 185,985 pairs from IEDB/IMGT. The peptide sequence is KLYERNTAF. The MHC is HLA-B58:01 with pseudo-sequence HLA-B58:01. The binding affinity (normalized) is 0.478.